Dataset: Full USPTO retrosynthesis dataset with 1.9M reactions from patents (1976-2016). Task: Predict the reactants needed to synthesize the given product. (1) The reactants are: FC1C=C(C=CC=1F)[CH2:5][NH:6][C:7]([C:9]1[N:13](CC2C=CC(OC)=CC=2)[N:12]=[C:11]([N:23]2[C:27](=[O:28])[N:26]([CH2:29][C:30]3[CH:35]=[CH:34][C:33]([F:36])=[CH:32][CH:31]=3)[N:25]=[CH:24]2)[CH:10]=1)=[O:8].FC1C=CC(CN2C(=O)N(C3C=C(C(NC)=O)N(CC4C=CC(OC)=CC=4)N=3)C=N2)=CC=1. Given the product [F:36][C:33]1[CH:32]=[CH:31][C:30]([CH2:29][N:26]2[C:27](=[O:28])[N:23]([C:11]3[CH:10]=[C:9]([C:7]([NH:6][CH3:5])=[O:8])[NH:13][N:12]=3)[CH:24]=[N:25]2)=[CH:35][CH:34]=1, predict the reactants needed to synthesize it. (2) Given the product [Cl:1][C:2]1[N:3]=[CH:4][C:5]([C:8]([OH:10])=[O:9])=[N:6][CH:7]=1, predict the reactants needed to synthesize it. The reactants are: [Cl:1][C:2]1[N:3]=[CH:4][C:5]([C:8]([O:10]C)=[O:9])=[N:6][CH:7]=1.C(=O)([O-])[O-].[K+].[K+].Cl. (3) Given the product [CH3:14][S:15]([O:6][C@H:3]1[CH2:4][CH2:5][O:1][CH2:2]1)(=[O:17])=[O:16], predict the reactants needed to synthesize it. The reactants are: [O:1]1[CH2:5][CH2:4][C@H:3]([OH:6])[CH2:2]1.C(N(CC)CC)C.[CH3:14][S:15](Cl)(=[O:17])=[O:16].O. (4) Given the product [O:27]=[S:22]1(=[O:26])[CH2:23][CH2:24][CH2:25][N:21]1[C:18]1[CH:19]=[C:20]2[C:15](=[CH:16][CH:17]=1)[NH:14][N:13]=[C:12]2[NH:11][C:9](=[O:10])[CH2:8][C:4]1[CH:5]=[CH:6][C:7]([NH:50][CH2:28][CH3:29])=[CH:2][CH:3]=1, predict the reactants needed to synthesize it. The reactants are: N[C:2]1[CH:3]=[C:4]([CH2:8][C:9]([NH:11][C:12]2[C:20]3[C:15](=[CH:16][CH:17]=[C:18]([N:21]4[CH2:25][CH2:24][CH2:23][S:22]4(=[O:27])=[O:26])[CH:19]=3)[NH:14][N:13]=2)=[O:10])[CH:5]=[CH:6][CH:7]=1.[CH:28](=O)[CH3:29].C(O[BH-](OC(=O)C)OC(=O)C)(=O)C.[Na+].C(O)(=O)C.C[N:50](C)C=O. (5) The reactants are: Br[C:2]1[CH:7]=[CH:6][CH:5]=[C:4]([CH3:8])[N:3]=1.[CH2:9]([N:13]1[N:17]=[C:16]2[CH:18]=[CH:19][CH:20]=[CH:21][C:15]2=[N:14]1)[CH2:10][C:11]#[CH:12]. Given the product [CH3:8][C:4]1[N:3]=[C:2]([C:12]#[C:11][CH2:10][CH2:9][N:13]2[N:14]=[C:15]3[CH:21]=[CH:20][CH:19]=[CH:18][C:16]3=[N:17]2)[CH:7]=[CH:6][CH:5]=1, predict the reactants needed to synthesize it. (6) Given the product [CH2:38]([O:40][C:41]([C:43]1([CH2:47][CH2:48][O:29][C:26]2[CH:25]=[CH:24][C:23]([C:22]([N:15]3[C:16]4[C:21](=[CH:20][CH:19]=[CH:18][CH:17]=4)[CH:12]([N:8]([C:9](=[O:11])[CH3:10])[C:5]4[CH:4]=[CH:3][C:2]([Cl:1])=[CH:7][CH:6]=4)[CH2:13][CH:14]3[CH3:31])=[O:30])=[CH:28][CH:27]=2)[CH2:46][CH2:45][CH2:44]1)=[O:42])[CH3:39], predict the reactants needed to synthesize it. The reactants are: [Cl:1][C:2]1[CH:7]=[CH:6][C:5]([N:8]([C@H:12]2[C:21]3[C:16](=[CH:17][CH:18]=[CH:19][CH:20]=3)[N:15]([C:22](=[O:30])[C:23]3[CH:28]=[CH:27][C:26]([OH:29])=[CH:25][CH:24]=3)[C@@H:14]([CH3:31])[CH2:13]2)[C:9](=[O:11])[CH3:10])=[CH:4][CH:3]=1.C([O-])([O-])=O.[K+].[K+].[CH2:38]([O:40][C:41]([C:43]1([CH2:47][CH2:48]Br)[CH2:46][CH2:45][CH2:44]1)=[O:42])[CH3:39]. (7) Given the product [Br:20][CH2:16][C:13]1[CH:12]=[CH:11][C:10]([CH:4]([CH:3]([CH3:17])[C:2]([F:18])([F:19])[F:1])[C:5]([O:7][CH2:8][CH3:9])=[O:6])=[CH:15][CH:14]=1, predict the reactants needed to synthesize it. The reactants are: [F:1][C:2]([F:19])([F:18])[CH:3]([CH3:17])[CH:4]([C:10]1[CH:15]=[CH:14][C:13]([CH3:16])=[CH:12][CH:11]=1)[C:5]([O:7][CH2:8][CH3:9])=[O:6].[Br:20]N1C(=O)CCC1=O. (8) Given the product [CH3:9][O:10][C:11]([C:13]1([CH:20]([O:27][Si:28]([C:31]([CH3:34])([CH3:33])[CH3:32])([CH3:29])[CH3:30])[CH:21]2[CH2:26][CH2:25][CH2:24][CH2:23][CH2:22]2)[C:17](=[CH2:18])[CH:16]([CH2:42][CH2:41][Cl:40])[C:15](=[O:19])[NH:14]1)=[O:12], predict the reactants needed to synthesize it. The reactants are: C([N-]C(C)C)(C)C.[Li+].[CH3:9][O:10][C:11]([C:13]1([CH:20]([O:27][Si:28]([C:31]([CH3:34])([CH3:33])[CH3:32])([CH3:30])[CH3:29])[CH:21]2[CH2:26][CH2:25][CH2:24][CH2:23][CH2:22]2)[C:17]([CH3:18])=[CH:16][C:15](=[O:19])[NH:14]1)=[O:12].Cl[Si](C)(C)C.[Cl:40][CH2:41][CH2:42]OS(C(F)(F)F)(=O)=O.C1(C)C=CC=CC=1. (9) The reactants are: [C:1]([NH:5][S:6]([C:9]1[CH:10]=[C:11]([C:15]([O:17]C)=O)[N:12]([CH3:14])[CH:13]=1)(=[O:8])=[O:7])([CH3:4])([CH3:3])[CH3:2].[OH-].[Li+].Cl.[NH2:22][C:23]1[CH:24]=[CH:25][C:26]([F:31])=[C:27]([CH:30]=1)[C:28]#[N:29].C(NS(C1C=C(C(O)=O)N(C)C=1)(=O)=O)(C)(C)C. Given the product [C:1]([NH:5][S:6]([C:9]1[CH:10]=[C:11]([C:15]([NH:22][C:23]2[CH:24]=[CH:25][C:26]([F:31])=[C:27]([C:28]#[N:29])[CH:30]=2)=[O:17])[N:12]([CH3:14])[CH:13]=1)(=[O:7])=[O:8])([CH3:2])([CH3:3])[CH3:4], predict the reactants needed to synthesize it. (10) Given the product [CH3:1][CH:2]([C:6]1[CH:11]=[C:10]([C:12]([F:13])([F:15])[F:14])[CH:9]=[C:8]([C:16]([F:17])([F:18])[F:19])[CH:7]=1)[C:3]([NH:35][C:28]1([C:24]2[CH:25]=[CH:26][CH:27]=[C:22]([F:21])[CH:23]=2)[CH2:29][CH2:30][C:31](=[O:34])[CH2:32][CH2:33]1)=[O:4], predict the reactants needed to synthesize it. The reactants are: [CH3:1][CH:2]([C:6]1[CH:11]=[C:10]([C:12]([F:15])([F:14])[F:13])[CH:9]=[C:8]([C:16]([F:19])([F:18])[F:17])[CH:7]=1)[C:3](O)=[O:4].Cl.[F:21][C:22]1[CH:23]=[C:24]([C:28]2([NH2:35])[CH2:33][CH2:32][C:31](=[O:34])[CH2:30][CH2:29]2)[CH:25]=[CH:26][CH:27]=1.